Dataset: Forward reaction prediction with 1.9M reactions from USPTO patents (1976-2016). Task: Predict the product of the given reaction. (1) Given the reactants [C:1]([O:5][C:6]([N:8]1[CH2:11][C:10](=O)[CH2:9]1)=[O:7])([CH3:4])([CH3:3])[CH3:2].Cl.[F:14][CH:15]1[CH2:20][CH2:19][NH:18][CH2:17][CH2:16]1.C(O[BH-](OC(=O)C)OC(=O)C)(=O)C.[Na+], predict the reaction product. The product is: [C:1]([O:5][C:6]([N:8]1[CH2:11][CH:10]([N:18]2[CH2:19][CH2:20][CH:15]([F:14])[CH2:16][CH2:17]2)[CH2:9]1)=[O:7])([CH3:4])([CH3:3])[CH3:2]. (2) Given the reactants CO[C:3]1[CH:8]=[CH:7][CH:6]=[C:5]([O:9][CH3:10])[C:4]=1/[CH:11]=[N:12]/[CH:13]([CH:17]([CH3:19])[CH3:18])[CH:14]([CH3:16])[CH3:15].[CH2:20]([Li])[CH3:21], predict the reaction product. The product is: [CH2:20]([C:3]1[CH:8]=[CH:7][CH:6]=[C:5]([O:9][CH3:10])[C:4]=1/[CH:11]=[N:12]/[CH:13]([CH:17]([CH3:19])[CH3:18])[CH:14]([CH3:16])[CH3:15])[CH3:21]. (3) The product is: [C:1]([O:5][C:6]([N:8]1[CH2:13][CH:12]2[C:10]([C:14]3[CH:15]=[CH:16][C:17]([N:20]4[CH2:24][C@H:23]([CH2:25][NH:26][C:36]([O:38][CH3:39])=[O:37])[O:22][C:21]4=[O:27])=[CH:18][CH:19]=3)([CH2:11]2)[CH2:9]1)=[O:7])([CH3:4])([CH3:2])[CH3:3]. Given the reactants [C:1]([O:5][C:6]([N:8]1[CH2:13][CH:12]2[C:10]([C:14]3[CH:19]=[CH:18][C:17]([N:20]4[CH2:24][C@H:23]([CH2:25][NH2:26])[O:22][C:21]4=[O:27])=[CH:16][CH:15]=3)([CH2:11]2)[CH2:9]1)=[O:7])([CH3:4])([CH3:3])[CH3:2].C(N(CC)CC)C.Cl[C:36]([O:38][CH3:39])=[O:37], predict the reaction product. (4) Given the reactants C([O:8][C:9]1[CH:14]=[C:13]([C:15]2[CH:16]=[N:17][NH:18][CH:19]=2)[CH:12]=[CH:11][C:10]=1[N:20]1[S:24](=[O:26])(=[O:25])[NH:23][C:22](=[O:27])[CH2:21]1)C1C=CC=CC=1, predict the reaction product. The product is: [OH:8][C:9]1[CH:14]=[C:13]([C:15]2[CH:16]=[N:17][NH:18][CH:19]=2)[CH:12]=[CH:11][C:10]=1[N:20]1[S:24](=[O:26])(=[O:25])[NH:23][C:22](=[O:27])[CH2:21]1. (5) Given the reactants [BH4-].[Na+].[C:3]([O:7][C:8]([N:10]1[CH2:13][CH:12]([C:14](=[O:18])[CH:15]([CH3:17])[CH3:16])[CH2:11]1)=[O:9])([CH3:6])([CH3:5])[CH3:4].C(=O)([O-])O, predict the reaction product. The product is: [C:3]([O:7][C:8]([N:10]1[CH2:11][CH:12]([CH:14]([OH:18])[CH:15]([CH3:16])[CH3:17])[CH2:13]1)=[O:9])([CH3:6])([CH3:5])[CH3:4]. (6) Given the reactants [Br:1][C:2]1[N:3]([C:8]2[C:13]([N+:14]([O-])=O)=[CH:12][CH:11]=[C:10]([O:17][CH3:18])[N:9]=2)[CH:4]=[C:5]([CH3:7])[N:6]=1.Cl.O.O.[Sn](Cl)Cl.[OH-].[Na+], predict the reaction product. The product is: [Br:1][C:2]1[N:3]([C:8]2[C:13]([NH2:14])=[CH:12][CH:11]=[C:10]([O:17][CH3:18])[N:9]=2)[CH:4]=[C:5]([CH3:7])[N:6]=1. (7) The product is: [F:40][C:19]1[CH:20]=[C:21]([NH:24][C:25]([C:27]2[C:28](=[O:39])[N:29]([C:33]3[CH:38]=[CH:37][CH:36]=[CH:35][N:34]=3)[N:30]=[CH:31][CH:32]=2)=[O:26])[CH:22]=[CH:23][C:18]=1[O:17][C:16]1[CH:15]=[CH:14][N:13]=[C:12]2[NH:8][N:9]=[C:10]([NH:41][CH:42]3[CH2:47][CH2:46][N:45]([CH3:48])[CH2:44][CH2:43]3)[C:11]=12. Given the reactants COC1C=CC(C[N:8]2[C:12]3=[N:13][CH:14]=[CH:15][C:16]([O:17][C:18]4[CH:23]=[CH:22][C:21]([NH:24][C:25]([C:27]5[C:28](=[O:39])[N:29]([C:33]6[CH:38]=[CH:37][CH:36]=[CH:35][N:34]=6)[N:30]=[CH:31][CH:32]=5)=[O:26])=[CH:20][C:19]=4[F:40])=[C:11]3[C:10]([NH:41][CH:42]3[CH2:47][CH2:46][N:45]([CH3:48])[CH2:44][CH2:43]3)=[N:9]2)=CC=1.FC(F)(F)C(O)=O, predict the reaction product.